From a dataset of Full USPTO retrosynthesis dataset with 1.9M reactions from patents (1976-2016). Predict the reactants needed to synthesize the given product. (1) Given the product [NH2:23][C:21]1[N:20]=[CH:19][N:18]=[C:17]2[N:16]([CH2:25][CH2:26][N:27]3[C:31](=[O:32])[CH2:30][S:29][C:28]3=[O:33])[N:15]=[C:14]([C:11]3[CH:12]=[CH:13][C:8]([O:1][C:2]4[CH:7]=[CH:6][CH:5]=[CH:4][CH:3]=4)=[CH:9][CH:10]=3)[C:22]=12, predict the reactants needed to synthesize it. The reactants are: [O:1]([C:8]1[CH:13]=[CH:12][C:11]([C:14]2[C:22]3[C:17](=[N:18][CH:19]=[N:20][C:21]=3[NH2:23])[NH:16][N:15]=2)=[CH:10][CH:9]=1)[C:2]1[CH:7]=[CH:6][CH:5]=[CH:4][CH:3]=1.Br[CH2:25][CH2:26][N:27]1[C:31](=[O:32])[CH2:30][S:29][C:28]1=[O:33].C(=O)([O-])[O-].[Cs+].[Cs+]. (2) Given the product [O:30]1[C@@H:16]2[C@@:15]1([CH3:31])[CH:14]=[CH:13][C:12](=[O:32])[C@H:11]([CH3:33])[C@H:10]([OH:34])[C@@H:9]([CH3:35])[C:8](=[O:36])[C:7]([CH3:38])([CH3:37])[C@@H:2]([OH:1])[CH2:3][C:4](=[O:6])[N:28]([CH3:29])[C@H:18]([C:19]([CH3:27])=[CH:20][C:21]1[N:22]=[C:23]([CH3:26])[S:24][CH:25]=1)[CH2:17]2, predict the reactants needed to synthesize it. The reactants are: [OH:1][C@H:2]([C:7]([CH3:38])([CH3:37])[C:8](=[O:36])[C@H:9]([CH3:35])[C@@H:10]([OH:34])[C@@H:11]([CH3:33])[C:12](=[O:32])[CH2:13][CH2:14][C@@:15]1([CH3:31])[O:30][C@H:16]1[CH2:17][C@H:18]([NH:28][CH3:29])/[C:19](/[CH3:27])=[CH:20]/[C:21]1[N:22]=[C:23]([CH3:26])[S:24][CH:25]=1)[CH2:3][C:4]([OH:6])=O.ON1C2C=CC=CC=2N=N1.Cl.CN(C)CCCN=C=NCC. (3) Given the product [F:14][C:13]1[CH:12]=[CH:11][C:10]([CH2:15][N:16]2[CH2:36][CH2:35][C:19]3([O:24][CH2:23][CH2:22][N:21]([C:25]([C:27]4[N:28]=[C:29]([CH:32]([CH3:33])[CH3:34])[S:30][CH:31]=4)=[O:26])[CH2:20]3)[CH2:18][CH2:17]2)=[CH:9][C:8]=1[CH2:7][CH:6]=[O:5], predict the reactants needed to synthesize it. The reactants are: C([O:5][CH:6]=[CH:7][C:8]1[CH:9]=[C:10]([CH2:15][N:16]2[CH2:36][CH2:35][C:19]3([O:24][CH2:23][CH2:22][N:21]([C:25]([C:27]4[N:28]=[C:29]([CH:32]([CH3:34])[CH3:33])[S:30][CH:31]=4)=[O:26])[CH2:20]3)[CH2:18][CH2:17]2)[CH:11]=[CH:12][C:13]=1[F:14])(C)(C)C.FC1C=CC(CN2CCC3(CN(C(C4N=C(C(C)C)SC=4)=O)CCO3)CC2)=CC=1C=COC. (4) Given the product [F:1][C:2]1[CH:7]=[CH:6][C:5]([C:8]2[N:9]=[C:10]([S:20][CH2:21][CH2:22][NH2:23])[N:11]([CH3:19])[C:12]=2[C:13]2[CH:14]=[CH:15][N:16]=[CH:17][CH:18]=2)=[CH:4][CH:3]=1, predict the reactants needed to synthesize it. The reactants are: [F:1][C:2]1[CH:7]=[CH:6][C:5]([C:8]2[N:9]=[C:10]([S:20][CH2:21][CH2:22][N:23]3C(=O)C4C(=CC=CC=4)C3=O)[N:11]([CH3:19])[C:12]=2[C:13]2[CH:18]=[CH:17][N:16]=[CH:15][CH:14]=2)=[CH:4][CH:3]=1.[OH-].[Na+]. (5) Given the product [Cl:1][C:2]1[CH:3]=[C:4](/[CH:9]=[CH:10]/[C:11]([N:13]2[CH2:19][CH2:18][C:17](=[O:20])[N:16]([CH2:21][CH2:22][CH2:23][I:29])[CH2:15][CH2:14]2)=[O:12])[CH:5]=[CH:6][C:7]=1[Cl:8], predict the reactants needed to synthesize it. The reactants are: [Cl:1][C:2]1[CH:3]=[C:4](/[CH:9]=[CH:10]/[C:11]([N:13]2[CH2:19][CH2:18][C:17](=[O:20])[N:16]([CH2:21][CH2:22][CH2:23]OS(C)(=O)=O)[CH2:15][CH2:14]2)=[O:12])[CH:5]=[CH:6][C:7]=1[Cl:8].[I-:29].[Na+]. (6) Given the product [CH2:15]([O:14][C:12]([N:3]1[CH2:4][CH2:5][CH2:6][C@H:7]([C:8]([OH:10])=[O:9])[C@@H:2]1[CH3:1])=[O:13])[C:16]1[CH:17]=[CH:18][CH:19]=[CH:20][CH:21]=1, predict the reactants needed to synthesize it. The reactants are: [CH3:1][C@H:2]1[C@@H:7]([C:8]([O:10]C)=[O:9])[CH2:6][CH2:5][CH2:4][N:3]1[C:12]([O:14][CH2:15][C:16]1[CH:21]=[CH:20][CH:19]=[CH:18][CH:17]=1)=[O:13].O.[OH-].[Li+].Cl. (7) Given the product [C:28]([C:21]1[CH:22]=[CH:23][CH:24]=[CH:25][C:20]=1[CH2:19][N:7]([C:5](=[O:6])[C:4]([OH:3])=[O:27])[CH2:8][C:9]1[CH:10]=[CH:11][C:12]([C:15]([F:17])([F:18])[F:16])=[CH:13][CH:14]=1)#[C:29][CH2:30][CH2:31][CH2:32][CH2:33][CH2:34][CH2:35][CH2:36][CH3:37], predict the reactants needed to synthesize it. The reactants are: C([O:3][C:4](=[O:27])[C:5]([N:7]([CH2:19][C:20]1[CH:25]=[CH:24][CH:23]=[CH:22][C:21]=1Br)[CH2:8][C:9]1[CH:14]=[CH:13][C:12]([C:15]([F:18])([F:17])[F:16])=[CH:11][CH:10]=1)=[O:6])C.[CH:28]#[C:29][CH2:30][CH2:31][CH2:32][CH2:33][CH2:34][CH2:35][CH2:36][CH3:37]. (8) Given the product [O:26]1[CH2:29][CH:28]([NH:30][C:22]([C:19]2[CH:20]=[CH:21][C:9]3[C:8](=[O:25])[C:7]4[C:6]5[C:14](=[CH:15][C:3]([C:1]#[N:2])=[CH:4][CH:5]=5)[NH:13][C:12]=4[C:11]([CH3:16])([CH3:17])[C:10]=3[CH:18]=2)=[O:23])[CH2:27]1, predict the reactants needed to synthesize it. The reactants are: [C:1]([C:3]1[CH:15]=[C:14]2[C:6]([C:7]3[C:8](=[O:25])[C:9]4[CH:21]=[CH:20][C:19]([C:22](O)=[O:23])=[CH:18][C:10]=4[C:11]([CH3:17])([CH3:16])[C:12]=3[NH:13]2)=[CH:5][CH:4]=1)#[N:2].[O:26]1[CH2:29][CH:28]([NH2:30])[CH2:27]1.